Dataset: Full USPTO retrosynthesis dataset with 1.9M reactions from patents (1976-2016). Task: Predict the reactants needed to synthesize the given product. (1) The reactants are: [NH2:1][C:2]1[CH:7]=[CH:6][C:5]([C:8]2[O:12][C:11]([C@H:13]([NH:24][C:25]3[CH:32]=[CH:31][C:28]([C:29]#[N:30])=[C:27]([Cl:33])[C:26]=3[CH3:34])[C@H:14]([O:16][Si:17]([C:20]([CH3:23])([CH3:22])[CH3:21])([CH3:19])[CH3:18])[CH3:15])=[N:10][N:9]=2)=[CH:4][CH:3]=1.[C:35](Cl)(=[O:42])[C:36]1[CH:41]=[CH:40][CH:39]=[CH:38][CH:37]=1. Given the product [Si:17]([O:16][C@H:14]([CH3:15])[C@H:13]([C:11]1[O:12][C:8]([C:5]2[CH:4]=[CH:3][C:2]([NH:1][C:35](=[O:42])[C:36]3[CH:41]=[CH:40][CH:39]=[CH:38][CH:37]=3)=[CH:7][CH:6]=2)=[N:9][N:10]=1)[NH:24][C:25]1[CH:32]=[CH:31][C:28]([C:29]#[N:30])=[C:27]([Cl:33])[C:26]=1[CH3:34])([C:20]([CH3:22])([CH3:23])[CH3:21])([CH3:19])[CH3:18], predict the reactants needed to synthesize it. (2) Given the product [CH2:27]([C:34]1[CH:41]=[CH:40][CH:39]=[CH:38][C:35]=1[CH2:36][Br:25])[C:28]1[CH:33]=[CH:32][CH:31]=[CH:30][CH:29]=1, predict the reactants needed to synthesize it. The reactants are: C1(P(C2C=CC=CC=2)C2C=CC=CC=2)C=CC=CC=1.N1C=CN=C1.[Br:25]Br.[CH2:27]([C:34]1[CH:41]=[CH:40][CH:39]=[CH:38][C:35]=1[CH2:36]O)[C:28]1[CH:33]=[CH:32][CH:31]=[CH:30][CH:29]=1.Cl. (3) The reactants are: [F:1][C:2]1[CH:10]=[C:9]2[C:5]([CH2:6][CH2:7][C@H:8]2[N:11]2[C:15]3=[N:16][C:17]([NH:20][C:21]4[NH:25][N:24]=[C:23]([CH3:26])[CH:22]=4)=[CH:18][CH:19]=[C:14]3[N:13]=[CH:12]2)=[CH:4][CH:3]=1.[ClH:27].O1CCOCC1. Given the product [ClH:27].[ClH:27].[F:1][C:2]1[CH:10]=[C:9]2[C:5]([CH2:6][CH2:7][C@H:8]2[N:11]2[C:15]3=[N:16][C:17]([NH:20][C:21]4[NH:25][N:24]=[C:23]([CH3:26])[CH:22]=4)=[CH:18][CH:19]=[C:14]3[N:13]=[CH:12]2)=[CH:4][CH:3]=1, predict the reactants needed to synthesize it. (4) Given the product [NH2:2][CH2:3][C@@H:4]([N:6]([CH2:12][C:13]1[CH:14]=[CH:15][C:16]([C:19]2[CH:24]=[CH:23][CH:22]=[CH:21][C:20]=2[C:25]2[N:29]([C:30]([C:31]3[CH:36]=[CH:35][CH:34]=[CH:33][CH:32]=3)([C:43]3[CH:44]=[CH:45][CH:46]=[CH:47][CH:48]=3)[C:37]3[CH:38]=[CH:39][CH:40]=[CH:41][CH:42]=3)[N:28]=[N:27][N:26]=2)=[CH:17][CH:18]=1)[C:7](=[O:11])[CH2:8][CH2:9][CH3:10])[CH3:5], predict the reactants needed to synthesize it. The reactants are: O[N:2]=[CH:3][C@@H:4]([N:6]([CH2:12][C:13]1[CH:18]=[CH:17][C:16]([C:19]2[CH:24]=[CH:23][CH:22]=[CH:21][C:20]=2[C:25]2[N:29]([C:30]([C:43]3[CH:48]=[CH:47][CH:46]=[CH:45][CH:44]=3)([C:37]3[CH:42]=[CH:41][CH:40]=[CH:39][CH:38]=3)[C:31]3[CH:36]=[CH:35][CH:34]=[CH:33][CH:32]=3)[N:28]=[N:27][N:26]=2)=[CH:15][CH:14]=1)[C:7](=[O:11])[CH2:8][CH2:9][CH3:10])[CH3:5].C([BH3-])#N.[Na+].C([O-])(=O)C.[NH4+].[OH-].[NH4+]. (5) The reactants are: [Br:1][C:2]1[C:3]([C:10]2[CH:15]=[CH:14][C:13]([Cl:16])=[CH:12][CH:11]=2)=[CH:4][C:5]([NH:8][NH2:9])=[N:6][CH:7]=1.[F:17][C:18]([F:30])([F:29])[C:19]1[N:24]=[CH:23][C:22]([CH2:25][C:26](O)=[O:27])=[CH:21][CH:20]=1.F[P-](F)(F)(F)(F)F.Br[P+](N1CCCC1)(N1CCCC1)N1CCCC1.C(N(C(C)C)C(C)C)C. Given the product [Br:1][C:2]1[C:3]([C:10]2[CH:11]=[CH:12][C:13]([Cl:16])=[CH:14][CH:15]=2)=[CH:4][C:5]([NH:8][NH:9][C:26](=[O:27])[CH2:25][C:22]2[CH:23]=[N:24][C:19]([C:18]([F:17])([F:30])[F:29])=[CH:20][CH:21]=2)=[N:6][CH:7]=1, predict the reactants needed to synthesize it. (6) Given the product [CH3:1][O:2][C:3]1[CH:4]=[C:5]([CH:6]=[CH:7][C:8]=1[O:9][CH3:10])/[CH:11]=[CH:12]/[C:13]1[O:19][C:18](=[O:20])[C:17]2[CH:21]=[CH:22][CH:23]=[CH:24][C:16]=2[N:15]=1, predict the reactants needed to synthesize it. The reactants are: [CH3:1][O:2][C:3]1[CH:4]=[C:5](/[CH:11]=[CH:12]/[C:13]([NH:15][C:16]2[CH:24]=[CH:23][CH:22]=[CH:21][C:17]=2[C:18]([OH:20])=[O:19])=O)[CH:6]=[CH:7][C:8]=1[O:9][CH3:10]. (7) Given the product [C:14]([C:12]1[CH:13]=[C:4]([O:3][C:2]([F:30])([F:1])[F:29])[CH:5]=[C:6]2[C:11]=1[O:10][CH:9]([C:20]([F:23])([F:22])[F:21])[C:8]([C:24]([O:26][CH2:27][CH3:28])=[O:25])=[CH:7]2)#[CH:15], predict the reactants needed to synthesize it. The reactants are: [F:1][C:2]([F:30])([F:29])[O:3][C:4]1[CH:5]=[C:6]2[C:11](=[C:12]([C:14]#[C:15][Si](C)(C)C)[CH:13]=1)[O:10][CH:9]([C:20]([F:23])([F:22])[F:21])[C:8]([C:24]([O:26][CH2:27][CH3:28])=[O:25])=[CH:7]2.CCCC[N+](CCCC)(CCCC)CCCC.[F-].[NH4+].[Cl-]. (8) Given the product [Pd:33].[CH2:1]1[CH2:5][O:4][CH:3]([N:6]2[C:12](=[O:13])[NH:11][C:9](=[O:10])[C:8]([F:14])=[CH:7]2)[CH2:2]1, predict the reactants needed to synthesize it. The reactants are: [CH2:1]1[CH2:5][O:4][CH:3]([N:6]2[C:12](=[O:13])[NH:11][C:9](=[O:10])[C:8]([F:14])=[CH:7]2)[CH2:2]1.N.C([N+](CCC)(CCC)CCC)CC.[N+]([O-])([O-])=O.[Pd+2:33].[N+]([O-])([O-])=O.